This data is from Reaction yield outcomes from USPTO patents with 853,638 reactions. The task is: Predict the reaction yield, written as a fraction of the theoretical maximum amount of product (1.0 means a 100% yield; for example, 0.34 means a 34% yield). (1) The product is [CH3:1][C:2]1[C:7]([NH:8][C:9]([NH2:18])=[NH:10])=[CH:6][C:5]([CH:26]2[CH2:31][CH2:30][N:29]([CH3:32])[CH2:28][C:27]2([CH3:34])[CH3:33])=[CH:4][N:3]=1. The yield is 1.10. The reactants are [CH3:1][C:2]1[C:7]([NH:8]/[C:9](/[NH:18]C(=O)OC(C)(C)C)=[N:10]/C(=O)OC(C)(C)C)=[CH:6][C:5]([CH:26]2[CH2:31][CH2:30][N:29]([CH3:32])[CH2:28][C:27]2([CH3:34])[CH3:33])=[CH:4][N:3]=1.Cl. The catalyst is C(Cl)Cl. (2) The reactants are [S:1](Cl)([C:4]1[CH:10]=[CH:9][C:7]([CH3:8])=[CH:6][CH:5]=1)(=[O:3])=[O:2].[OH:12][CH:13]([CH2:16][N:17]=[N+:18]=[N-:19])[CH2:14]O.C(N(CC)CC)C. The catalyst is C(Cl)Cl.O. The product is [OH:12][CH:13]([CH2:16][N:17]=[N+:18]=[N-:19])[CH3:14].[S:1]([C:4]1[CH:10]=[CH:9][C:7]([CH3:8])=[CH:6][CH:5]=1)([O-:12])(=[O:3])=[O:2]. The yield is 0.440. (3) The reactants are Cl[C:2]1[N:7]=[C:6]([Cl:8])[N:5]=[C:4]([NH:9][N:10]2[CH2:14][C:13](=[O:15])[NH:12][C:11]2=[O:16])[N:3]=1.C([O-])([O-])=O.[K+].[K+].[CH3:23][O:24][C:25]1[CH:30]=[CH:29][C:28]([CH2:31][NH2:32])=[CH:27][CH:26]=1. The catalyst is CC#N. The product is [Cl:8][C:6]1[N:7]=[C:2]([NH:32][CH2:31][C:28]2[CH:29]=[CH:30][C:25]([O:24][CH3:23])=[CH:26][CH:27]=2)[N:3]=[C:4]([NH:9][N:10]2[CH2:14][C:13](=[O:15])[NH:12][C:11]2=[O:16])[N:5]=1. The yield is 0.660. (4) The yield is 0.0900. No catalyst specified. The product is [CH:1]1([C:4]2[S:29][C:7]3[C:8](=[O:28])[N:9]([CH2:11][C:12]4[CH:17]=[CH:16][C:15]([C:31]5[CH:36]=[CH:35][N:34]=[C:33]6[NH:37][C:47]([C:45]7[CH:44]=[N:43][N:42]([CH3:41])[CH:46]=7)=[N:38][C:32]=56)=[CH:14][C:13]=4[F:27])[CH2:10][C:6]=3[CH:5]=2)[CH2:2][CH2:3]1. The reactants are [CH:1]1([C:4]2[S:29][C:7]3[C:8](=[O:28])[N:9]([CH2:11][C:12]4[CH:17]=[CH:16][C:15](B5OC(C)(C)C(C)(C)O5)=[CH:14][C:13]=4[F:27])[CH2:10][C:6]=3[CH:5]=2)[CH2:3][CH2:2]1.Cl[C:31]1[CH:36]=[CH:35][N:34]=[C:33]([NH2:37])[C:32]=1[N+:38]([O-])=O.[CH3:41][N:42]1[CH:46]=[C:45]([CH:47]=O)[CH:44]=[N:43]1. (5) The reactants are [CH3:1][C:2]1[C:3]([CH2:21][S:22][C:23]2[NH:27][C:26]3[CH:28]=[CH:29][CH:30]=[CH:31][C:25]=3[N:24]=2)=[N:4][CH:5]=[CH:6][C:7]=1[O:8][CH2:9][CH:10]1[CH2:15][O:14][C:13]2([CH2:20][CH2:19][O:18][CH2:17][CH2:16]2)[O:12][CH2:11]1.ClC1C=CC=C(C(OO)=[O:40])C=1.C(=O)([O-])O.[Na+]. The catalyst is CO.C1(C)C=CC=CC=1. The product is [CH3:1][C:2]1[C:3]([CH2:21][S:22]([C:23]2[NH:24][C:25]3[CH:31]=[CH:30][CH:29]=[CH:28][C:26]=3[N:27]=2)=[O:40])=[N:4][CH:5]=[CH:6][C:7]=1[O:8][CH2:9][CH:10]1[CH2:15][O:14][C:13]2([CH2:16][CH2:17][O:18][CH2:19][CH2:20]2)[O:12][CH2:11]1. The yield is 0.717. (6) The reactants are C(OP([CH2:9][C:10]([O:12][CH2:13][CH3:14])=[O:11])(OCC)=O)C.[H-].[Na+].[C:17]([C:21]1[CH:25]=[C:24]([CH:26]=O)[N:23]([CH2:28][C:29]2[CH:34]=[CH:33][C:32]([C:35]([F:38])([F:37])[F:36])=[CH:31][C:30]=2[Cl:39])[N:22]=1)([CH3:20])([CH3:19])[CH3:18].[Cl-].[NH4+]. The catalyst is CN(C)C=O.O1CCCC1. The product is [C:17]([C:21]1[CH:25]=[C:24](/[CH:26]=[CH:9]/[C:10]([O:12][CH2:13][CH3:14])=[O:11])[N:23]([CH2:28][C:29]2[CH:34]=[CH:33][C:32]([C:35]([F:38])([F:37])[F:36])=[CH:31][C:30]=2[Cl:39])[N:22]=1)([CH3:20])([CH3:18])[CH3:19]. The yield is 1.00.